Predict the product of the given reaction. From a dataset of Forward reaction prediction with 1.9M reactions from USPTO patents (1976-2016). (1) The product is: [F:17][C:12]1[CH:13]=[CH:14][CH:15]=[CH:16][C:11]=1[O:10][CH2:9][CH2:8][CH2:7][CH2:6][CH2:5][CH2:4][CH2:3][CH2:2][I:18]. Given the reactants Br[CH2:2][CH2:3][CH2:4][CH2:5][CH2:6][CH2:7][CH2:8][CH2:9][O:10][C:11]1[CH:16]=[CH:15][CH:14]=[CH:13][C:12]=1[F:17].[I-:18].[Na+].C(OCCCCCCCCCCN)CCCCC, predict the reaction product. (2) Given the reactants [NH2:1][O:2][CH2:3][C:4]1[CH:9]=[CH:8][C:7]([CH2:10][CH2:11][C:12]2[N:13]=[C:14]([NH:17][C:18](=[O:20])[CH3:19])[S:15][CH:16]=2)=[CH:6][CH:5]=1.[CH2:21]=O, predict the reaction product. The product is: [CH2:21]=[N:1][O:2][CH2:3][C:4]1[CH:9]=[CH:8][C:7]([CH2:10][CH2:11][C:12]2[N:13]=[C:14]([NH:17][C:18](=[O:20])[CH3:19])[S:15][CH:16]=2)=[CH:6][CH:5]=1. (3) Given the reactants Br[C:2]1[CH:35]=[CH:34][C:5]([NH:6][C:7]2[C:16]3[C:11](=[CH:12][C:13]([O:19][CH2:20][CH:21]4CCN(C(OC(C)(C)C)=O)[CH2:23][CH2:22]4)=[C:14]([O:17][CH3:18])[CH:15]=3)[N:10]=[CH:9][N:8]=2)=[C:4]([F:36])[CH:3]=1.[Cl:37]C1C=CC(N)=C(F)C=1.[CH3:46][CH:47](O)[CH3:48], predict the reaction product. The product is: [ClH:37].[CH2:20]([O:19][C:13]1[CH:12]=[C:11]2[C:16]([C:7]([NH:6][C:5]3[CH:34]=[CH:35][C:2]([Cl:37])=[CH:3][C:4]=3[F:36])=[N:8][CH:9]=[N:10]2)=[CH:15][C:14]=1[O:17][CH3:18])[C:21]1[CH:48]=[CH:47][CH:46]=[CH:23][CH:22]=1. (4) Given the reactants [CH2:1]([C:6]1[CH:11]=[CH:10][C:9]([NH:12][C:13]([C@@H:15]2[CH2:24][C:23]3[C:18](=[CH:19][CH:20]=[CH:21][CH:22]=3)[CH2:17][N:16]2C(OC(C)(C)C)=O)=[O:14])=[CH:8][CH:7]=1)[CH2:2][CH2:3][CH2:4][CH3:5].FC(F)(F)C(O)=O, predict the reaction product. The product is: [CH2:1]([C:6]1[CH:7]=[CH:8][C:9]([NH:12][C:13]([C@@H:15]2[CH2:24][C:23]3[C:18](=[CH:19][CH:20]=[CH:21][CH:22]=3)[CH2:17][NH:16]2)=[O:14])=[CH:10][CH:11]=1)[CH2:2][CH2:3][CH2:4][CH3:5]. (5) Given the reactants Cl.[CH3:2][C:3]1[C:11]2[CH2:10][O:9][C:8](=[O:12])[C:7]=2[CH:6]=[CH:5][C:4]=1[CH2:13][CH2:14][N:15]1[CH2:20][CH2:19][NH:18][CH2:17][CH2:16]1.[F:21][CH:22]([F:35])[O:23][C:24]1[CH:31]=[C:30]([CH2:32][CH:33]=O)[CH:29]=[CH:28][C:25]=1[C:26]#[N:27], predict the reaction product. The product is: [F:21][CH:22]([F:35])[O:23][C:24]1[CH:31]=[C:30]([CH2:32][CH2:33][N:18]2[CH2:19][CH2:20][N:15]([CH2:14][CH2:13][C:4]3[C:3]([CH3:2])=[C:11]4[C:7](=[CH:6][CH:5]=3)[C:8](=[O:12])[O:9][CH2:10]4)[CH2:16][CH2:17]2)[CH:29]=[CH:28][C:25]=1[C:26]#[N:27]. (6) Given the reactants [Br:1][C:2]1[CH:10]=[CH:9][C:5]([C:6]([OH:8])=O)=[CH:4][C:3]=1[CH3:11].[CH:12]([NH:15]C(C)C)([CH3:14])[CH3:13].C(N)(C)C.CN(C(ON1N=NC2C=CC=NC1=2)=[N+](C)C)C.F[P-](F)(F)(F)(F)F, predict the reaction product. The product is: [Br:1][C:2]1[CH:10]=[CH:9][C:5]([C:6]([NH:15][CH:12]([CH3:14])[CH3:13])=[O:8])=[CH:4][C:3]=1[CH3:11]. (7) Given the reactants Cl.Cl.[CH:3]([C@:6]1([C:12]([N:14]2[CH2:19][CH2:18][N:17]([C:20]3[CH:25]=[CH:24][CH:23]=[C:22]([C:26]([F:29])([F:28])[F:27])[CH:21]=3)[CH2:16][CH2:15]2)=[O:13])[CH2:10][CH2:9][C@@H:8]([NH2:11])[CH2:7]1)([CH3:5])[CH3:4].[CH2:30]([O:32][CH:33]1[C:38](=O)[CH2:37][CH2:36][O:35][CH2:34]1)[CH3:31].C(N(CC)CC)C.C(O[BH-](OC(=O)C)OC(=O)C)(=O)C.[Na+], predict the reaction product. The product is: [CH2:30]([O:32][CH:33]1[CH:38]([NH:11][C@@H:8]2[CH2:9][CH2:10][C@:6]([CH:3]([CH3:5])[CH3:4])([C:12]([N:14]3[CH2:19][CH2:18][N:17]([C:20]4[CH:25]=[CH:24][CH:23]=[C:22]([C:26]([F:28])([F:29])[F:27])[CH:21]=4)[CH2:16][CH2:15]3)=[O:13])[CH2:7]2)[CH2:37][CH2:36][O:35][CH2:34]1)[CH3:31]. (8) The product is: [C:20]1([C:18]2[N:26]=[N:27][N:28]([C:2]3[CH:3]=[C:4]4[C:8](=[CH:9][CH:10]=3)[NH:7][C:6](=[O:11])[CH2:5]4)[CH:19]=2)[CH:25]=[CH:24][CH:23]=[CH:22][CH:21]=1. Given the reactants Br[C:2]1[CH:3]=[C:4]2[C:8](=[CH:9][CH:10]=1)[NH:7][C:6](=[O:11])[CH2:5]2.CN(C)CCN.[C:18]([C:20]1[CH:25]=[CH:24][CH:23]=[CH:22][CH:21]=1)#[CH:19].[N-:26]=[N+:27]=[N-:28].[Na+].O=C1O[C@H]([C@H](CO)O)C([O-])=C1O.[Na+], predict the reaction product. (9) Given the reactants [Si:1]([O:18][C@H:19]1[CH2:23][N:22]([C:24]([O:26][C:27]([CH3:30])([CH3:29])[CH3:28])=[O:25])[C@@H:21]([CH2:31][OH:32])[CH2:20]1)([C:14]([CH3:17])([CH3:16])[CH3:15])([C:8]1[CH:13]=[CH:12][CH:11]=[CH:10][CH:9]=1)[C:2]1[CH:7]=[CH:6][CH:5]=[CH:4][CH:3]=1.[H-].[Na+].[CH3:35]I, predict the reaction product. The product is: [Si:1]([O:18][C@H:19]1[CH2:23][N:22]([C:24]([O:26][C:27]([CH3:30])([CH3:29])[CH3:28])=[O:25])[C@@H:21]([CH2:31][O:32][CH3:35])[CH2:20]1)([C:14]([CH3:16])([CH3:17])[CH3:15])([C:8]1[CH:9]=[CH:10][CH:11]=[CH:12][CH:13]=1)[C:2]1[CH:3]=[CH:4][CH:5]=[CH:6][CH:7]=1.